Task: Predict which catalyst facilitates the given reaction.. Dataset: Catalyst prediction with 721,799 reactions and 888 catalyst types from USPTO (1) Reactant: [CH3:1][C:2]1[N:6]([CH2:7][C:8]2[CH:13]=[CH:12][C:11]([CH3:14])=[CH:10][CH:9]=2)[N:5]=[C:4]([C:15]2[O:16][CH2:17][CH:18]([C:20]3[CH:25]=[CH:24][CH:23]=[CH:22][CH:21]=3)[N:19]=2)[CH:3]=1.ClC1C(=O)C(C#N)=C(C#N)C(=O)C=1Cl. Product: [CH3:1][C:2]1[N:6]([CH2:7][C:8]2[CH:9]=[CH:10][C:11]([CH3:14])=[CH:12][CH:13]=2)[N:5]=[C:4]([C:15]2[O:16][CH:17]=[C:18]([C:20]3[CH:25]=[CH:24][CH:23]=[CH:22][CH:21]=3)[N:19]=2)[CH:3]=1. The catalyst class is: 38. (2) Reactant: [Si]([O:8][C:9]1[CH:28]=[CH:27][C:12]2[O:13][CH2:14][CH2:15][N:16]([C:17]3[CH:18]=[N:19][C:20]([O:25][CH3:26])=[C:21]([CH:24]=3)[C:22]#[N:23])[C:11]=2[CH:10]=1)(C(C)(C)C)(C)C.CCCC[N+](CCCC)(CCCC)CCCC.[F-].CCOC(C)=O.C([O-])(O)=O.[Na+]. Product: [OH:8][C:9]1[CH:28]=[CH:27][C:12]2[O:13][CH2:14][CH2:15][N:16]([C:17]3[CH:18]=[N:19][C:20]([O:25][CH3:26])=[C:21]([CH:24]=3)[C:22]#[N:23])[C:11]=2[CH:10]=1. The catalyst class is: 1. (3) Reactant: [F:1][C:2]([F:32])([F:31])[C:3]1[CH:8]=[CH:7][C:6]([C:9]2[O:10][C:11]3[CH:17]=[C:16]([C:18]4[CH2:23][CH2:22][N:21]([C:24]([O:26][C:27]([CH3:30])([CH3:29])[CH3:28])=[O:25])[CH2:20][CH:19]=4)[CH:15]=[CH:14][C:12]=3[N:13]=2)=[CH:5][CH:4]=1.FC(F)(F)S(OC1CCN(C(OC(C)(C)C)=O)CC=1)(=O)=O. Product: [F:32][C:2]([F:1])([F:31])[C:3]1[CH:8]=[CH:7][C:6]([C:9]2[O:10][C:11]3[CH:17]=[C:16]([CH:18]4[CH2:23][CH2:22][N:21]([C:24]([O:26][C:27]([CH3:28])([CH3:29])[CH3:30])=[O:25])[CH2:20][CH2:19]4)[CH:15]=[CH:14][C:12]=3[N:13]=2)=[CH:5][CH:4]=1. The catalyst class is: 19.